From a dataset of Catalyst prediction with 721,799 reactions and 888 catalyst types from USPTO. Predict which catalyst facilitates the given reaction. (1) Reactant: [H-].[Na+].[CH3:3][O:4][C:5]1[CH:10]=[CH:9][CH:8]=[C:7]([NH2:11])[CH:6]=1.[Cl:12][C:13]1[CH:18]=[CH:17][CH:16]=[C:15](Cl)[C:14]=1[N+:20]([O-:22])=[O:21].Cl. Product: [Cl:12][C:13]1[C:14]([N+:20]([O-:22])=[O:21])=[C:15]([CH:16]=[CH:17][CH:18]=1)[NH:11][C:7]1[CH:8]=[CH:9][CH:10]=[C:5]([O:4][CH3:3])[CH:6]=1. The catalyst class is: 20. (2) Reactant: Cl.[NH2:2][OH:3].[Cl:4][CH2:5][C:6]1[CH:13]=[CH:12][C:9]([CH:10]=O)=[CH:8][CH:7]=1. Product: [Cl:4][CH2:5][C:6]1[CH:13]=[CH:12][C:9]([CH:10]=[N:2][OH:3])=[CH:8][CH:7]=1. The catalyst class is: 14. (3) Reactant: [CH:1]1([N:7]2[C:12]([OH:13])=[C:11]([C:14]([NH:16][CH2:17][C:18]([O:20]CC)=[O:19])=[O:15])[C:10](=[O:23])[NH:9][C:8]2=[O:24])[CH2:6][CH2:5][CH2:4][CH2:3][CH2:2]1.C(=O)([O-])[O-].[K+].[K+].[F:31][C:32]1[C:39]([F:40])=[CH:38][CH:37]=[CH:36][C:33]=1[CH2:34]Br.Cl. Product: [CH:1]1([N:7]2[C:12]([OH:13])=[C:11]([C:14]([NH:16][CH2:17][C:18]([OH:20])=[O:19])=[O:15])[C:10](=[O:23])[N:9]([CH2:34][C:33]3[CH:36]=[CH:37][CH:38]=[C:39]([F:40])[C:32]=3[F:31])[C:8]2=[O:24])[CH2:2][CH2:3][CH2:4][CH2:5][CH2:6]1. The catalyst class is: 44. (4) Reactant: Cl.[F:2][CH2:3][CH2:4][NH2:5].C(N(CC)CC)C.Br[CH2:14][C:15]1[C:19]2([CH2:23][CH2:22][CH2:21][CH2:20]2)[NH:18][S:17](=[O:25])(=[O:24])[C:16]=1[C:26]1[CH:31]=[CH:30][C:29]([Cl:32])=[CH:28][CH:27]=1. Product: [Cl:32][C:29]1[CH:28]=[CH:27][C:26]([C:16]2[S:17](=[O:25])(=[O:24])[NH:18][C:19]3([CH2:23][CH2:22][CH2:21][CH2:20]3)[C:15]=2[CH2:14][NH:5][CH2:4][CH2:3][F:2])=[CH:31][CH:30]=1. The catalyst class is: 5. (5) Reactant: Br[CH2:2][C:3]1[CH:4]=[CH:5][C:6]([C:9]([O:11][CH3:12])=[O:10])=[N:7][CH:8]=1.[CH3:13][N:14]1[CH2:19][CH2:18][NH:17][CH2:16][CH2:15]1.CCN(C(C)C)C(C)C. Product: [CH3:13][N:14]1[CH2:19][CH2:18][N:17]([CH2:2][C:3]2[CH:4]=[CH:5][C:6]([C:9]([O:11][CH3:12])=[O:10])=[N:7][CH:8]=2)[CH2:16][CH2:15]1. The catalyst class is: 10.